This data is from Forward reaction prediction with 1.9M reactions from USPTO patents (1976-2016). The task is: Predict the product of the given reaction. (1) Given the reactants [F:1][C:2]([F:34])([F:33])[C:3]1[CH:4]=[C:5]([CH:26]=[C:27]([C:29]([F:32])([F:31])[F:30])[CH:28]=1)[CH2:6][N:7]([CH2:14][C:15]1[CH:20]=[C:19]([C:21]([F:24])([F:23])[F:22])[CH:18]=[CH:17][C:16]=1Br)[C:8]1[N:9]=[N:10][N:11]([CH3:13])[N:12]=1.[C-:35]#[N:36], predict the reaction product. The product is: [F:1][C:2]([F:34])([F:33])[C:3]1[CH:4]=[C:5]([CH:26]=[C:27]([C:29]([F:32])([F:31])[F:30])[CH:28]=1)[CH2:6][N:7]([CH2:14][C:15]1[CH:20]=[C:19]([C:21]([F:24])([F:23])[F:22])[CH:18]=[CH:17][C:16]=1[C:35]#[N:36])[C:8]1[N:9]=[N:10][N:11]([CH3:13])[N:12]=1. (2) Given the reactants [NH2:1][C:2]1[CH:10]=[CH:9][C:8]([O:11][CH3:12])=[CH:7][C:3]=1[C:4]([OH:6])=[O:5].[F:13][C:14]([F:20])([F:19])[CH2:15][CH2:16][CH:17]=O.C(O[BH-](OC(=O)C)OC(=O)C)(=O)C.[Na+], predict the reaction product. The product is: [CH3:12][O:11][C:8]1[CH:9]=[CH:10][C:2]([NH:1][CH2:17][CH2:16][CH2:15][C:14]([F:20])([F:19])[F:13])=[C:3]([CH:7]=1)[C:4]([OH:6])=[O:5]. (3) Given the reactants [C:1]([OH:10])(=[O:9])[CH:2]([CH:4]([C:6]([OH:8])=[O:7])[OH:5])[OH:3].C([O-])(=O)C.[Na+:15], predict the reaction product. The product is: [C:6]([CH:4]([CH:2]([C:1]([O-:10])=[O:9])[OH:3])[OH:5])([OH:8])=[O:7].[Na+:15].